Dataset: Full USPTO retrosynthesis dataset with 1.9M reactions from patents (1976-2016). Task: Predict the reactants needed to synthesize the given product. (1) Given the product [Cl:33][C:34]1[N:39]=[C:38]([CH2:40][C:19]([C:16]2[CH:17]=[C:18]3[C:13]([CH:12]=[CH:11][N:10]3[S:7]([C:1]3[CH:2]=[CH:3][CH:4]=[CH:5][CH:6]=3)(=[O:9])=[O:8])=[CH:14][CH:15]=2)=[O:21])[CH:37]=[CH:36][N:35]=1, predict the reactants needed to synthesize it. The reactants are: [C:1]1([S:7]([N:10]2[C:18]3[C:13](=[CH:14][CH:15]=[C:16]([C:19]([O:21]C)=O)[CH:17]=3)[CH:12]=[CH:11]2)(=[O:9])=[O:8])[CH:6]=[CH:5][CH:4]=[CH:3][CH:2]=1.[Li+].C[Si]([N-][Si](C)(C)C)(C)C.[Cl:33][C:34]1[N:39]=[C:38]([CH3:40])[CH:37]=[CH:36][N:35]=1. (2) The reactants are: [C:1]([CH:3]([C:11]1[CH:16]=[CH:15][C:14]([O:17][CH2:18][C:19]2[CH:24]=[CH:23][CH:22]=[CH:21][CH:20]=2)=[CH:13][CH:12]=1)[C:4]1([OH:10])[CH2:9][CH2:8][CH2:7][CH2:6][CH2:5]1)#[N:2].[BH4-].[Na+].II. Given the product [NH2:2][CH2:1][CH:3]([C:4]1([OH:10])[CH2:9][CH2:8][CH2:7][CH2:6][CH2:5]1)[C:11]1[CH:12]=[CH:13][C:14]([O:17][CH2:18][C:19]2[CH:20]=[CH:21][CH:22]=[CH:23][CH:24]=2)=[CH:15][CH:16]=1, predict the reactants needed to synthesize it. (3) Given the product [Br:1][C:2]1[CH:3]=[C:4]([NH:10][C:11]2[CH:16]=[CH:15][C:14]([CH:17]3[CH2:22][CH2:21][N:20]([CH:25]4[CH2:26][O:23][CH2:24]4)[CH2:19][CH2:18]3)=[CH:13][N:12]=2)[C:5](=[O:9])[N:6]([CH3:8])[CH:7]=1, predict the reactants needed to synthesize it. The reactants are: [Br:1][C:2]1[CH:3]=[C:4]([NH:10][C:11]2[CH:16]=[CH:15][C:14]([CH:17]3[CH2:22][CH2:21][NH:20][CH2:19][CH2:18]3)=[CH:13][N:12]=2)[C:5](=[O:9])[N:6]([CH3:8])[CH:7]=1.[O:23]1[CH2:26][C:25](=O)[CH2:24]1.C([BH3-])#N.[Na+].C(Cl)Cl.C(OCC)C.CO. (4) Given the product [C:1]([C:5]1[C:6]([OH:14])=[C:7]([C:8]([CH:11]([CH3:12])[CH3:13])=[CH:9][CH:10]=1)[C:30]([NH:29][C:17]1[CH:18]=[CH:19][C:20]([S:22]([C:25]([F:26])([F:27])[F:28])(=[O:23])=[O:24])=[CH:21][C:16]=1[Cl:15])=[O:31])([CH3:4])([CH3:3])[CH3:2], predict the reactants needed to synthesize it. The reactants are: [C:1]([C:5]1[CH:10]=[CH:9][C:8]([CH:11]([CH3:13])[CH3:12])=[CH:7][C:6]=1[OH:14])([CH3:4])([CH3:3])[CH3:2].[Cl:15][C:16]1[CH:21]=[C:20]([S:22]([C:25]([F:28])([F:27])[F:26])(=[O:24])=[O:23])[CH:19]=[CH:18][C:17]=1[N:29]=[C:30]=[O:31]. (5) Given the product [C:24]([O:23][C:18](=[O:22])[C:19]([CH:7]1[CH2:8][C:4]([O:3][CH2:1][CH3:2])=[CH:5][C:6]1=[O:9])=[O:20])([CH3:27])([CH3:26])[CH3:25], predict the reactants needed to synthesize it. The reactants are: [CH2:1]([O:3][C:4]1[CH2:8][CH2:7][C:6](=[O:9])[CH:5]=1)[CH3:2].C([N-]C(C)C)(C)C.[Li+].[C:18]([O:23][C:24]([CH3:27])([CH3:26])[CH3:25])(=[O:22])[C:19]([O-])=[O:20].[C:18]([O:23][C:24]([CH3:27])([CH3:26])[CH3:25])(=[O:22])[C:19]([O-])=[O:20]. (6) Given the product [CH3:1][O:2][C:3]1[CH:4]=[CH:5][C:6]([CH2:7][O:8][C:9]2[CH:10]=[C:11]3[C:16](=[CH:17][CH:18]=2)[C:15](=[O:19])[CH:14]([CH3:23])[CH2:13][CH2:12]3)=[CH:20][CH:21]=1, predict the reactants needed to synthesize it. The reactants are: [CH3:1][O:2][C:3]1[CH:21]=[CH:20][C:6]([CH2:7][O:8][C:9]2[CH:10]=[C:11]3[C:16](=[CH:17][CH:18]=2)[C:15](=[O:19])[CH2:14][CH2:13][CH2:12]3)=[CH:5][CH:4]=1.[Li+].[CH3:23]C([N-]C(C)C)C.CI.